From a dataset of Catalyst prediction with 721,799 reactions and 888 catalyst types from USPTO. Predict which catalyst facilitates the given reaction. (1) Reactant: [N+:1]([C:4]1[CH:25]=[CH:24][C:7]([O:8][C:9]2[N:17]=[CH:16][N:15]=[C:14]3[C:10]=2[N:11]=[CH:12][N:13]3[CH:18]2[CH2:23][CH2:22][CH2:21][CH2:20][O:19]2)=[CH:6][CH:5]=1)([O-])=O.C([O-])=O.[NH4+]. Product: [O:19]1[CH2:20][CH2:21][CH2:22][CH2:23][CH:18]1[N:13]1[CH:12]=[N:11][C:10]2[C:14]1=[N:15][CH:16]=[N:17][C:9]=2[O:8][C:7]1[CH:24]=[CH:25][C:4]([NH2:1])=[CH:5][CH:6]=1. The catalyst class is: 8. (2) Reactant: [C:1]([NH:8][C:9]1[CH:14]=[CH:13][C:12]([Br:15])=[CH:11][N:10]=1)([O:3][C:4]([CH3:7])([CH3:6])[CH3:5])=[O:2].[H-].[Na+].I[CH3:19]. Product: [C:4]([O:3][C:1](=[O:2])[N:8]([C:9]1[CH:14]=[CH:13][C:12]([Br:15])=[CH:11][N:10]=1)[CH3:19])([CH3:7])([CH3:6])[CH3:5]. The catalyst class is: 1. (3) Reactant: Cl.[CH2:2]([O:4][C:5](=[O:10])[C@H:6]([CH2:8][SH:9])[NH2:7])[CH3:3].C[O-].[Na+]. Product: [CH2:2]([O:4][C:5](=[O:10])[C@H:6]([CH2:8][SH:9])[NH2:7])[CH3:3]. The catalyst class is: 8. (4) Reactant: [C:1]([CH:4]([C:13]([O:15][CH2:16][C:17]1[CH:22]=[CH:21][CH:20]=[CH:19][CH:18]=1)=[O:14])[CH2:5][CH:6]=[CH:7][C:8]([O:10][CH2:11][CH3:12])=[O:9])(=[O:3])[CH3:2].[N+:23](/[CH:26]=[CH:27]/[C:28]1[CH:33]=[CH:32][CH:31]=[CH:30][CH:29]=1)([O-:25])=[O:24]. Product: [CH2:11]([O:10][C:8]([CH2:7][C@@H:6]1[CH2:5][C@@:4]([C:1](=[O:3])[CH3:2])([C:13]([O:15][CH2:16][C:17]2[CH:22]=[CH:21][CH:20]=[CH:19][CH:18]=2)=[O:14])[C@@H:27]([C:28]2[CH:33]=[CH:32][CH:31]=[CH:30][CH:29]=2)[C@@H:26]1[N+:23]([O-:25])=[O:24])=[O:9])[CH3:12]. The catalyst class is: 27. (5) Reactant: [Cl:1][CH2:2][C:3](Cl)=[O:4].[CH3:6][O:7][C:8]1[CH:18]=[CH:17][C:11]([CH2:12][S:13][CH2:14][CH2:15][NH2:16])=[CH:10][CH:9]=1.C(N(CC)CC)C. Product: [CH3:6][O:7][C:8]1[CH:18]=[CH:17][C:11]([CH2:12][S:13][CH2:14][CH2:15][NH:16][C:3](=[O:4])[CH2:2][Cl:1])=[CH:10][CH:9]=1. The catalyst class is: 2. (6) The catalyst class is: 92. Product: [OH:28][NH:27][C:20]([C:17]1[CH:18]=[CH:19][C:13]2[NH:12][C:11](=[O:24])[CH2:10][N:9]([C:7](=[O:8])[C:6]3[CH:5]=[CH:4][C:3]([O:2][CH3:1])=[CH:26][CH:25]=3)[CH2:15][C:14]=2[CH:16]=1)=[O:22]. Reactant: [CH3:1][O:2][C:3]1[CH:26]=[CH:25][C:6]([C:7]([N:9]2[CH2:15][C:14]3[CH:16]=[C:17]([C:20]([O:22]C)=O)[CH:18]=[CH:19][C:13]=3[NH:12][C:11](=[O:24])[CH2:10]2)=[O:8])=[CH:5][CH:4]=1.[NH2:27][OH:28].[OH-].[Na+].Cl.